This data is from Full USPTO retrosynthesis dataset with 1.9M reactions from patents (1976-2016). The task is: Predict the reactants needed to synthesize the given product. (1) Given the product [O:11]=[C:7]1[C:8]2[C:4](=[CH:3][C:2]([O:1][CH2:26][C:27]3[CH:28]=[N:29][CH:30]=[CH:31][CH:32]=3)=[CH:10][CH:9]=2)[C:5](=[O:17])[N:6]1[CH2:12][C:13]([O:15][CH3:16])=[O:14], predict the reactants needed to synthesize it. The reactants are: [OH:1][C:2]1[CH:3]=[C:4]2[C:8](=[CH:9][CH:10]=1)[C:7](=[O:11])[N:6]([CH2:12][C:13]([O:15][CH3:16])=[O:14])[C:5]2=[O:17].C([O-])([O-])=O.[K+].[K+].Br.Br[CH2:26][C:27]1[CH:28]=[N:29][CH:30]=[CH:31][CH:32]=1. (2) Given the product [CH3:7][O:8][C:9]1[CH:17]=[N:16][CH:15]=[CH:14][C:10]=1[CH2:11][OH:12], predict the reactants needed to synthesize it. The reactants are: B.O1CCCC1.[CH3:7][O:8][C:9]1[CH:17]=[N:16][CH:15]=[CH:14][C:10]=1[C:11](O)=[O:12].Cl. (3) Given the product [N:14]([CH2:2][C:3]1[CH:12]=[CH:11][C:6]([C:7]([O:9][CH3:10])=[O:8])=[C:5]([Cl:13])[CH:4]=1)=[N+:15]=[N-:16], predict the reactants needed to synthesize it. The reactants are: Br[CH2:2][C:3]1[CH:12]=[CH:11][C:6]([C:7]([O:9][CH3:10])=[O:8])=[C:5]([Cl:13])[CH:4]=1.[N-:14]=[N+:15]=[N-:16].[Na+]. (4) Given the product [Cl:1][C:2]1[CH:3]=[C:4]([CH:8]=[CH:9][C:10]=1[CH3:11])[C:5]([NH:25][CH2:26][C:27]1[CH:28]=[C:29]2[C:33](=[CH:34][CH:35]=1)[C:32](=[O:36])[N:31]([CH:37]1[CH2:42][CH2:41][C:40](=[O:43])[NH:39][C:38]1=[O:44])[CH2:30]2)=[O:7], predict the reactants needed to synthesize it. The reactants are: [Cl:1][C:2]1[CH:3]=[C:4]([CH:8]=[CH:9][C:10]=1[CH3:11])[C:5]([OH:7])=O.C1N=CN(C(N2C=NC=C2)=O)C=1.Cl.[NH2:25][CH2:26][C:27]1[CH:28]=[C:29]2[C:33](=[CH:34][CH:35]=1)[C:32](=[O:36])[N:31]([CH:37]1[CH2:42][CH2:41][C:40](=[O:43])[NH:39][C:38]1=[O:44])[CH2:30]2.O. (5) Given the product [F:44][C:45]1[CH:46]=[C:47]([C:52]2[N:53]([CH3:58])[C:54]([CH:27]=[O:28])=[N:55][N:56]=2)[CH:48]=[C:49]([F:51])[CH:50]=1, predict the reactants needed to synthesize it. The reactants are: C(N1C=NN=C1C1C=CN=CC=1)C.C(N1C(C2C=CN=CC=2)=NN=C1[CH2:27][OH:28])C.C(N1C(C2C=CN=CC=2)=NN=C1C=O)C.[F:44][C:45]1[CH:46]=[C:47]([C:52]2[N:53]([CH3:58])[C:54](=S)[NH:55][N:56]=2)[CH:48]=[C:49]([F:51])[CH:50]=1. (6) Given the product [O:1]1[C:10]2[C:5](=[CH:6][CH:7]=[CH:8][CH:9]=2)[CH:4]([O:11][CH2:12][C:13]([OH:15])=[O:14])[CH2:3][CH2:2]1, predict the reactants needed to synthesize it. The reactants are: [O:1]1[C:10]2[C:5](=[CH:6][CH:7]=[CH:8][CH:9]=2)[CH:4]([O:11][CH2:12][C:13]([O:15]CC)=[O:14])[CH2:3][CH2:2]1.[OH-].[Na+].Cl. (7) Given the product [CH3:25][N:26]([CH3:28])[S:20]([NH:1][C:2]1[N:3]=[CH:4][C:5]([C:6]#[N:7])=[CH:8][CH:9]=1)(=[O:23])=[O:22], predict the reactants needed to synthesize it. The reactants are: [NH2:1][C:2]1[CH:9]=[CH:8][C:5]([C:6]#[N:7])=[CH:4][N:3]=1.C[Si]([N-][Si](C)(C)C)(C)C.[Na+].[S:20](Cl)(=[O:23])(=[O:22])N.[CH3:25][N:26]([CH:28]=O)C. (8) Given the product [F:1][C:2]1[CH:3]=[CH:4][C:5]([N:8]2[C:16]3[C:11](=[CH:12][C:13]([O:17][C@H:18]([C:22]4[CH:27]=[CH:26][CH:25]=[C:24]([O:28][CH3:29])[CH:23]=4)[C@@H:19]([NH:21][C:34](=[O:33])[CH2:35][OH:36])[CH3:20])=[CH:14][CH:15]=3)[CH:10]=[N:9]2)=[CH:6][CH:7]=1, predict the reactants needed to synthesize it. The reactants are: [F:1][C:2]1[CH:7]=[CH:6][C:5]([N:8]2[C:16]3[C:11](=[CH:12][C:13]([O:17][C@H:18]([C:22]4[CH:27]=[CH:26][CH:25]=[C:24]([O:28][CH3:29])[CH:23]=4)[C@@H:19]([NH2:21])[CH3:20])=[CH:14][CH:15]=3)[CH:10]=[N:9]2)=[CH:4][CH:3]=1.C([O:33][CH2:34][C:35](Cl)=[O:36])(=O)C. (9) The reactants are: CN(C)CCCN=C=NCC.[NH2:12][C:13]1[CH:18]=[CH:17][C:16]([NH:19][C:20](=[O:28])[CH2:21][C:22]2[CH:27]=[CH:26][CH:25]=[CH:24][N:23]=2)=[CH:15][CH:14]=1.[CH3:29][C:30]1[CH:31]=[CH:32][CH:33]=[C:34]([C:46](O)=[O:47])[C:35]=1[C:36]1[CH:41]=[CH:40][C:39]([C:42]([F:45])([F:44])[F:43])=[CH:38][CH:37]=1.ON1C2C=CC=CC=2N=N1. Given the product [CH3:29][C:30]1[CH:31]=[CH:32][CH:33]=[C:34]([C:46]([NH:12][C:13]2[CH:14]=[CH:15][C:16]([NH:19][C:20](=[O:28])[CH2:21][C:22]3[CH:27]=[CH:26][CH:25]=[CH:24][N:23]=3)=[CH:17][CH:18]=2)=[O:47])[C:35]=1[C:36]1[CH:41]=[CH:40][C:39]([C:42]([F:43])([F:44])[F:45])=[CH:38][CH:37]=1, predict the reactants needed to synthesize it. (10) Given the product [CH:12]([N:10]([CH3:11])[S:7]([NH2:6])(=[O:9])=[O:8])([CH3:14])[CH3:13], predict the reactants needed to synthesize it. The reactants are: ClC1C([N+]([O-])=O)=C(F)C=CC=1C([NH:6][S:7]([N:10]([CH:12]([CH3:14])[CH3:13])[CH3:11])(=[O:9])=[O:8])=O.[H][H].ClC(OCC)=O.